This data is from Catalyst prediction with 721,799 reactions and 888 catalyst types from USPTO. The task is: Predict which catalyst facilitates the given reaction. (1) Reactant: CC1C=CC(S(O[CH2:12][C@@H:13]2[O:18][C:17]3[CH:19]=[C:20]([S:24]([CH3:27])(=[O:26])=[O:25])[CH:21]=[C:22]([Cl:23])[C:16]=3[O:15][CH2:14]2)(=O)=O)=CC=1.[CH3:28][NH:29][CH2:30][CH3:31]. The catalyst class is: 10. Product: [Cl:23][C:22]1[C:16]2[O:15][CH2:14][C@H:13]([CH2:12][N:29]([CH3:28])[CH2:30][CH3:31])[O:18][C:17]=2[CH:19]=[C:20]([S:24]([CH3:27])(=[O:25])=[O:26])[CH:21]=1. (2) Reactant: C(OC(C(F)(F)F)=O)(C(F)(F)F)=O.[C:14]([C:17]1[CH:22]=[CH:21][C:20]([C:23]2[CH:24]=[N:25][C:26]([C:29]([F:32])([F:31])[F:30])=[N:27][CH:28]=2)=[CH:19][C:18]=1[CH2:33][NH:34][C:35]([C@@H:37]1[C@@H:41]([F:42])[CH2:40][CH2:39][N:38]1[C:43]([O:45][C:46]([CH3:49])([CH3:48])[CH3:47])=[O:44])=[O:36])(=O)[NH2:15].C(N(CC)CC)C. The catalyst class is: 4. Product: [C:14]([C:17]1[CH:22]=[CH:21][C:20]([C:23]2[CH:24]=[N:25][C:26]([C:29]([F:32])([F:30])[F:31])=[N:27][CH:28]=2)=[CH:19][C:18]=1[CH2:33][NH:34][C:35]([C@@H:37]1[C@@H:41]([F:42])[CH2:40][CH2:39][N:38]1[C:43]([O:45][C:46]([CH3:49])([CH3:48])[CH3:47])=[O:44])=[O:36])#[N:15]. (3) Reactant: [Br:1][C:2]1[CH:7]=[CH:6][C:5]([O:8][CH:9]=[CH2:10])=[CH:4][CH:3]=1.[CH2:11](I)I.C([Zn]CC)C.[NH4+].[Cl-]. Product: [Br:1][C:2]1[CH:7]=[CH:6][C:5]([O:8][CH:9]2[CH2:11][CH2:10]2)=[CH:4][CH:3]=1. The catalyst class is: 26. (4) Reactant: [CH3:1][O:2][C:3]1[CH:8]=[CH:7][CH:6]=[CH:5][C:4]=1[N:9]1[CH2:14][CH2:13][C:12]([C:19]2[CH:24]=[CH:23][CH:22]=[C:21]([O:25][CH3:26])[CH:20]=2)([C:15]([O:17]C)=[O:16])[CH2:11][CH2:10]1.[OH-].[Li+]. Product: [CH3:1][O:2][C:3]1[CH:8]=[CH:7][CH:6]=[CH:5][C:4]=1[N:9]1[CH2:10][CH2:11][C:12]([C:19]2[CH:24]=[CH:23][CH:22]=[C:21]([O:25][CH3:26])[CH:20]=2)([C:15]([OH:17])=[O:16])[CH2:13][CH2:14]1. The catalyst class is: 8.